Dataset: Forward reaction prediction with 1.9M reactions from USPTO patents (1976-2016). Task: Predict the product of the given reaction. (1) Given the reactants [OH:1][C:2]1[CH:3]=[C:4]([C:8](=[O:10])[CH3:9])[CH:5]=[CH:6][CH:7]=1.[C:11]1([CH3:19])[CH:16]=[CH:15][CH:14]=[CH:13][C:12]=1[Mg]Cl, predict the reaction product. The product is: [OH:10][C:8]([C:4]1[CH:3]=[C:2]([OH:1])[CH:7]=[CH:6][CH:5]=1)([C:12]1[CH:13]=[CH:14][CH:15]=[CH:16][C:11]=1[CH3:19])[CH3:9]. (2) Given the reactants COC1C=CC(C(C2C=CC(OC)=CC=2O)=O)=C(O)C=1.COC1C=CC(C(C2C(O)=CC=CC=2)=O)=C(O)C=1.CO[C:41]1[CH:46]=[CH:45][C:44]([C:47]([C:49]2[C:54]([OH:55])=[CH:53][C:52]([O:56][CH3:57])=[C:51]([S:58]([OH:61])(=[O:60])=[O:59])[CH:50]=2)=[O:48])=[C:43](O)[CH:42]=1.[Na+:63], predict the reaction product. The product is: [CH3:57][O:56][C:52]1[CH:53]=[C:54]([OH:55])[C:49]([C:47]([C:44]2[CH:45]=[CH:46][CH:41]=[CH:42][CH:43]=2)=[O:48])=[CH:50][C:51]=1[S:58]([O-:61])(=[O:60])=[O:59].[Na+:63]. (3) The product is: [CH:39]1([CH2:38][N:35]2[CH:36]=[CH:37][C:32]([C:16]3[CH:15]=[CH:14][C:4]([O:5][C:6]4[CH:7]=[C:8]([CH3:13])[N:9]=[C:10]([CH3:12])[CH:11]=4)=[CH:3][C:2]=3[F:1])=[C:33]([C:43]#[N:44])[C:34]2=[O:42])[CH2:40][CH2:41]1. Given the reactants [F:1][C:2]1[CH:3]=[C:4]([CH:14]=[CH:15][C:16]=1B1OC(C)(C)C(C)(C)O1)[O:5][C:6]1[CH:11]=[C:10]([CH3:12])[N:9]=[C:8]([CH3:13])[CH:7]=1.C([O-])(O)=O.[Na+].Br[C:32]1[CH:37]=[CH:36][N:35]([CH2:38][CH:39]2[CH2:41][CH2:40]2)[C:34](=[O:42])[C:33]=1[C:43]#[N:44], predict the reaction product. (4) Given the reactants Cl[C:2]1[CH:9]=[CH:8][C:5]([C:6]#[N:7])=[CH:4][CH:3]=1.[F-:10].[K+], predict the reaction product. The product is: [F:10][C:2]1[CH:9]=[CH:8][C:5]([C:6]#[N:7])=[CH:4][CH:3]=1. (5) Given the reactants [Cl:1][C:2]1[CH:3]=[C:4]([C@H:8]2[N:12]([CH:13]3[CH2:18][CH2:17][N:16]([CH2:19][C:20]4[CH:21]=[CH:22][C:23]([O:26][C:27]5[CH:35]=[CH:34][C:30]([C:31](O)=[O:32])=[CH:29][CH:28]=5)=[N:24][CH:25]=4)[CH2:15][CH2:14]3)[C:11](=[O:36])[N:10]([CH:37]3[CH2:42][CH2:41][O:40][CH2:39][CH2:38]3)[CH2:9]2)[CH:5]=[CH:6][CH:7]=1.[CH:43]([NH2:46])([CH3:45])[CH3:44], predict the reaction product. The product is: [Cl:1][C:2]1[CH:3]=[C:4]([C@H:8]2[N:12]([CH:13]3[CH2:14][CH2:15][N:16]([CH2:19][C:20]4[CH:21]=[CH:22][C:23]([O:26][C:27]5[CH:28]=[CH:29][C:30]([C:31]([NH:46][CH:43]([CH3:45])[CH3:44])=[O:32])=[CH:34][CH:35]=5)=[N:24][CH:25]=4)[CH2:17][CH2:18]3)[C:11](=[O:36])[N:10]([CH:37]3[CH2:38][CH2:39][O:40][CH2:41][CH2:42]3)[CH2:9]2)[CH:5]=[CH:6][CH:7]=1.